From a dataset of Catalyst prediction with 721,799 reactions and 888 catalyst types from USPTO. Predict which catalyst facilitates the given reaction. Reactant: C[O:2][C:3](=[O:27])[C:4]1[CH:9]=[CH:8][CH:7]=[C:6]([C:10]2[CH:11]=[C:12]([C:20]([S:23]([CH3:26])(=[O:25])=[O:24])([CH3:22])[CH3:21])[CH:13]=[C:14]3[C:19]=2[N:18]=[CH:17][CH:16]=[CH:15]3)[CH:5]=1.[Li+].[OH-].Cl. Product: [CH3:26][S:23]([C:20]([C:12]1[CH:13]=[C:14]2[C:19](=[C:10]([C:6]3[CH:5]=[C:4]([CH:9]=[CH:8][CH:7]=3)[C:3]([OH:27])=[O:2])[CH:11]=1)[N:18]=[CH:17][CH:16]=[CH:15]2)([CH3:22])[CH3:21])(=[O:25])=[O:24]. The catalyst class is: 1.